Dataset: NCI-60 drug combinations with 297,098 pairs across 59 cell lines. Task: Regression. Given two drug SMILES strings and cell line genomic features, predict the synergy score measuring deviation from expected non-interaction effect. (1) Drug 2: CC1C(C(CC(O1)OC2CC(CC3=C2C(=C4C(=C3O)C(=O)C5=CC=CC=C5C4=O)O)(C(=O)C)O)N)O. Synergy scores: CSS=57.3, Synergy_ZIP=0.477, Synergy_Bliss=0.422, Synergy_Loewe=5.83, Synergy_HSA=7.88. Drug 1: C1=C(C(=O)NC(=O)N1)N(CCCl)CCCl. Cell line: U251. (2) Drug 1: COC1=CC(=CC(=C1O)OC)C2C3C(COC3=O)C(C4=CC5=C(C=C24)OCO5)OC6C(C(C7C(O6)COC(O7)C8=CC=CS8)O)O. Drug 2: CC1=C2C(C(=O)C3(C(CC4C(C3C(C(C2(C)C)(CC1OC(=O)C(C(C5=CC=CC=C5)NC(=O)C6=CC=CC=C6)O)O)OC(=O)C7=CC=CC=C7)(CO4)OC(=O)C)O)C)OC(=O)C. Cell line: HL-60(TB). Synergy scores: CSS=53.9, Synergy_ZIP=-5.53, Synergy_Bliss=-7.80, Synergy_Loewe=-8.35, Synergy_HSA=-4.37. (3) Drug 1: C1=NNC2=C1C(=O)NC=N2. Drug 2: CC1CCCC2(C(O2)CC(NC(=O)CC(C(C(=O)C(C1O)C)(C)C)O)C(=CC3=CSC(=N3)C)C)C. Cell line: NCI-H322M. Synergy scores: CSS=31.5, Synergy_ZIP=1.41, Synergy_Bliss=-0.918, Synergy_Loewe=-23.5, Synergy_HSA=-1.23. (4) Drug 1: C1=CC(=CC=C1CCC2=CNC3=C2C(=O)NC(=N3)N)C(=O)NC(CCC(=O)O)C(=O)O. Drug 2: C1=NC2=C(N=C(N=C2N1C3C(C(C(O3)CO)O)F)Cl)N. Cell line: LOX IMVI. Synergy scores: CSS=68.0, Synergy_ZIP=2.05, Synergy_Bliss=0.122, Synergy_Loewe=-0.230, Synergy_HSA=2.55. (5) Drug 1: CN1CCC(CC1)COC2=C(C=C3C(=C2)N=CN=C3NC4=C(C=C(C=C4)Br)F)OC. Drug 2: C1=C(C(=O)NC(=O)N1)F. Cell line: SK-MEL-2. Synergy scores: CSS=31.4, Synergy_ZIP=-0.204, Synergy_Bliss=-1.88, Synergy_Loewe=-4.28, Synergy_HSA=-3.29.